From a dataset of Full USPTO retrosynthesis dataset with 1.9M reactions from patents (1976-2016). Predict the reactants needed to synthesize the given product. (1) Given the product [CH:1]1([CH2:4][N:5]2[C:10](=[O:11])[C:9]([CH2:12][CH2:13][CH2:14][N:30]([CH3:31])[CH3:29])=[CH:8][C:7]([C:20]3[CH:25]=[CH:24][C:23]([O:26][CH3:27])=[C:22]([F:28])[CH:21]=3)=[N:6]2)[CH2:3][CH2:2]1, predict the reactants needed to synthesize it. The reactants are: [CH:1]1([CH2:4][N:5]2[C:10](=[O:11])[C:9]([CH2:12][CH2:13][CH2:14]OS(C)(=O)=O)=[CH:8][C:7]([C:20]3[CH:25]=[CH:24][C:23]([O:26][CH3:27])=[C:22]([F:28])[CH:21]=3)=[N:6]2)[CH2:3][CH2:2]1.[CH3:29][NH:30][CH3:31]. (2) Given the product [C:1]([C@H:5]1[CH2:10][CH2:9][C@H:8]([NH:11][C:12]2[N:13]=[CH:14][C:15]3[C:20]([CH:21]=2)=[CH:19][C:18]([C:22]([OH:24])=[O:23])=[CH:17][CH:16]=3)[CH2:7][CH2:6]1)([CH3:4])([CH3:2])[CH3:3], predict the reactants needed to synthesize it. The reactants are: [C:1]([C@H:5]1[CH2:10][CH2:9][C@H:8]([NH:11][C:12]2[N:13]=[CH:14][C:15]3[C:20]([CH:21]=2)=[CH:19][C:18]([C:22]([O:24]C)=[O:23])=[CH:17][CH:16]=3)[CH2:7][CH2:6]1)([CH3:4])([CH3:3])[CH3:2].[OH-].[Na+].